From a dataset of NCI-60 drug combinations with 297,098 pairs across 59 cell lines. Regression. Given two drug SMILES strings and cell line genomic features, predict the synergy score measuring deviation from expected non-interaction effect. (1) Drug 1: CC1=C2C(C(=O)C3(C(CC4C(C3C(C(C2(C)C)(CC1OC(=O)C(C(C5=CC=CC=C5)NC(=O)C6=CC=CC=C6)O)O)OC(=O)C7=CC=CC=C7)(CO4)OC(=O)C)O)C)OC(=O)C. Drug 2: CCN(CC)CCNC(=O)C1=C(NC(=C1C)C=C2C3=C(C=CC(=C3)F)NC2=O)C. Cell line: RPMI-8226. Synergy scores: CSS=68.6, Synergy_ZIP=0.504, Synergy_Bliss=0.207, Synergy_Loewe=0.532, Synergy_HSA=0.0628. (2) Drug 1: CCCCC(=O)OCC(=O)C1(CC(C2=C(C1)C(=C3C(=C2O)C(=O)C4=C(C3=O)C=CC=C4OC)O)OC5CC(C(C(O5)C)O)NC(=O)C(F)(F)F)O. Drug 2: CCCCCOC(=O)NC1=NC(=O)N(C=C1F)C2C(C(C(O2)C)O)O. Cell line: SF-268. Synergy scores: CSS=8.27, Synergy_ZIP=-9.88, Synergy_Bliss=-4.59, Synergy_Loewe=-14.0, Synergy_HSA=-7.30. (3) Drug 2: CC1OCC2C(O1)C(C(C(O2)OC3C4COC(=O)C4C(C5=CC6=C(C=C35)OCO6)C7=CC(=C(C(=C7)OC)O)OC)O)O. Drug 1: C1=CC(=C2C(=C1NCCNCCO)C(=O)C3=C(C=CC(=C3C2=O)O)O)NCCNCCO. Cell line: EKVX. Synergy scores: CSS=54.8, Synergy_ZIP=12.1, Synergy_Bliss=11.5, Synergy_Loewe=13.5, Synergy_HSA=15.8. (4) Drug 2: C1C(C(OC1N2C=C(C(=O)NC2=O)F)CO)O. Cell line: SN12C. Synergy scores: CSS=23.7, Synergy_ZIP=-1.82, Synergy_Bliss=-5.91, Synergy_Loewe=-27.0, Synergy_HSA=-7.62. Drug 1: CCCS(=O)(=O)NC1=C(C(=C(C=C1)F)C(=O)C2=CNC3=C2C=C(C=N3)C4=CC=C(C=C4)Cl)F. (5) Drug 1: CC(CN1CC(=O)NC(=O)C1)N2CC(=O)NC(=O)C2. Drug 2: CC(C)NC(=O)C1=CC=C(C=C1)CNNC.Cl. Cell line: UACC-257. Synergy scores: CSS=-1.98, Synergy_ZIP=0.0868, Synergy_Bliss=-0.177, Synergy_Loewe=-4.65, Synergy_HSA=-4.29. (6) Drug 1: C1C(C(OC1N2C=NC3=C(N=C(N=C32)Cl)N)CO)O. Drug 2: CN1C2=C(C=C(C=C2)N(CCCl)CCCl)N=C1CCCC(=O)O.Cl. Cell line: SF-268. Synergy scores: CSS=-0.832, Synergy_ZIP=2.32, Synergy_Bliss=2.05, Synergy_Loewe=-2.68, Synergy_HSA=-2.08. (7) Drug 1: C1=C(C(=O)NC(=O)N1)F. Drug 2: CN(C)C1=NC(=NC(=N1)N(C)C)N(C)C. Cell line: SK-MEL-28. Synergy scores: CSS=33.6, Synergy_ZIP=7.19, Synergy_Bliss=7.63, Synergy_Loewe=-3.15, Synergy_HSA=4.27. (8) Drug 1: CN(C)N=NC1=C(NC=N1)C(=O)N. Drug 2: CC1=C(C=C(C=C1)NC(=O)C2=CC=C(C=C2)CN3CCN(CC3)C)NC4=NC=CC(=N4)C5=CN=CC=C5. Cell line: SW-620. Synergy scores: CSS=-3.35, Synergy_ZIP=6.58, Synergy_Bliss=9.14, Synergy_Loewe=5.83, Synergy_HSA=-0.470. (9) Drug 1: C1=NC2=C(N=C(N=C2N1C3C(C(C(O3)CO)O)O)F)N. Drug 2: C#CCC(CC1=CN=C2C(=N1)C(=NC(=N2)N)N)C3=CC=C(C=C3)C(=O)NC(CCC(=O)O)C(=O)O. Cell line: NCIH23. Synergy scores: CSS=44.8, Synergy_ZIP=-2.86, Synergy_Bliss=-3.50, Synergy_Loewe=-6.03, Synergy_HSA=-1.91.